From a dataset of Catalyst prediction with 721,799 reactions and 888 catalyst types from USPTO. Predict which catalyst facilitates the given reaction. (1) Reactant: S(=O)(=O)(O)O.[Br:6][C:7]1[CH:12]=[C:11]([NH:13][N+]([O-])=O)[CH:10]=[C:9]([Br:17])[N:8]=1.NC1C([N+:25]([O-:27])=[O:26])=NC=CC=1. Product: [Br:17][C:9]1[C:10]([N+:25]([O-:27])=[O:26])=[C:11]([NH2:13])[CH:12]=[C:7]([Br:6])[N:8]=1. The catalyst class is: 25. (2) Reactant: [C:1]1([CH3:29])[CH:6]=[CH:5][C:4]([C:7]2[N:8]=[C:9]3[CH2:23][CH2:22][CH2:21][N:20]([CH2:24][CH2:25][CH2:26][CH:27]=O)[C:10]3=[N:11][C:12]=2[C:13]2[CH:18]=[CH:17][C:16]([CH3:19])=[CH:15][CH:14]=2)=[CH:3][CH:2]=1.[S:30]1[CH2:34][C:33](=[O:35])[NH:32][C:31]1=[O:36].N1CCCCC1.Cl. Product: [C:1]1([CH3:29])[CH:6]=[CH:5][C:4]([C:7]2[N:8]=[C:9]3[CH2:23][CH2:22][CH2:21][N:20]([CH2:24][CH2:25][CH2:26]/[CH:27]=[C:34]4\[C:33](=[O:35])[NH:32][C:31](=[O:36])[S:30]\4)[C:10]3=[N:11][C:12]=2[C:13]2[CH:18]=[CH:17][C:16]([CH3:19])=[CH:15][CH:14]=2)=[CH:3][CH:2]=1. The catalyst class is: 88.